From a dataset of Reaction yield outcomes from USPTO patents with 853,638 reactions. Predict the reaction yield, written as a fraction of the theoretical maximum amount of product (1.0 means a 100% yield; for example, 0.34 means a 34% yield). The reactants are [Cl:1][C:2]1[N:7]=[C:6]([I:8])[C:5]([OH:9])=[CH:4][CH:3]=1.[S:10]1[CH:14]=[CH:13][C:12]([CH2:15][CH2:16]O)=[CH:11]1.C1(P(C2C=CC=CC=2)C2C=CC=CC=2)C=CC=CC=1.N(C(OC(C)C)=O)=NC(OC(C)C)=O. The catalyst is O1CCCC1. The product is [Cl:1][C:2]1[N:7]=[C:6]([I:8])[C:5]([O:9][CH2:16][CH2:15][C:12]2[CH:13]=[CH:14][S:10][CH:11]=2)=[CH:4][CH:3]=1. The yield is 0.580.